Predict the product of the given reaction. From a dataset of Forward reaction prediction with 1.9M reactions from USPTO patents (1976-2016). (1) Given the reactants [Br:1][CH2:2][C:3]([CH2:8][Br:9])([CH2:6][OH:7])[CH2:4][OH:5].[CH3:10][C:11]([CH3:13])=O.COC(OC)(C)C, predict the reaction product. The product is: [Br:1][CH2:2][C:3]1([CH2:8][Br:9])[CH2:6][O:7][C:11]([CH3:13])([CH3:10])[O:5][CH2:4]1. (2) Given the reactants [NH:1]1[C:9]2[C:4](=[CH:5][CH:6]=[CH:7][CH:8]=2)[C:3]([CH2:10][CH2:11][C:12]([OH:14])=[O:13])=[CH:2]1.[C:15]([O-])([O-])=O.[K+].[K+].IC.O, predict the reaction product. The product is: [NH:1]1[C:9]2[C:4](=[CH:5][CH:6]=[CH:7][CH:8]=2)[C:3]([CH2:10][CH2:11][C:12]([O:14][CH3:15])=[O:13])=[CH:2]1. (3) Given the reactants [F:1][C:2]([F:29])([F:28])[C:3]1[CH:4]=[C:5]([C@H:9]([O:11][C:12](=[O:27])[NH:13][C:14]2[N:15]([C:20]3[CH:25]=[CH:24][C:23](Br)=[CH:22][CH:21]=3)[N:16]=[N:17][C:18]=2[CH3:19])[CH3:10])[CH:6]=[CH:7][CH:8]=1.CC1(C)C(C)(C)OB([C:38]2[CH:43]=[CH:42][C:41]([C:44]3([C:47]([NH:49][S:50]([CH3:53])(=[O:52])=[O:51])=[O:48])[CH2:46][CH2:45]3)=[CH:40][CH:39]=2)O1.C([O-])([O-])=O.[Na+].[Na+], predict the reaction product. The product is: [F:1][C:2]([F:29])([F:28])[C:3]1[CH:4]=[C:5]([C@H:9]([O:11][C:12](=[O:27])[NH:13][C:14]2[N:15]([C:20]3[CH:25]=[CH:24][C:23]([C:38]4[CH:39]=[CH:40][C:41]([C:44]5([C:47]([NH:49][S:50]([CH3:53])(=[O:52])=[O:51])=[O:48])[CH2:46][CH2:45]5)=[CH:42][CH:43]=4)=[CH:22][CH:21]=3)[N:16]=[N:17][C:18]=2[CH3:19])[CH3:10])[CH:6]=[CH:7][CH:8]=1. (4) Given the reactants [Cl:1][C:2]1[CH2:7][CH2:6][CH2:5][CH2:4][C:3]=1[CH:8]=[O:9].[CH3:10][Mg]Br.CC(O)C, predict the reaction product. The product is: [Cl:1][C:2]1[CH2:7][CH2:6][CH2:5][CH2:4][C:3]=1[CH:8]([OH:9])[CH3:10]. (5) Given the reactants [Br:1][CH2:2][C:3]1[CH:4]=[C:5]([OH:9])[CH:6]=[CH:7][CH:8]=1.[C:10](=O)(OC(Cl)(Cl)Cl)[O:11]C(Cl)(Cl)Cl.C(N(C(C)C)CC)(C)C.[NH2:31][CH2:32][C:33]1([CH2:39][C:40]([OH:42])=[O:41])[CH2:38][CH2:37][CH2:36][CH2:35][CH2:34]1, predict the reaction product. The product is: [Br:1][CH2:2][C:3]1[CH:4]=[C:5]([CH:6]=[CH:7][CH:8]=1)[O:9][C:10]([NH:31][CH2:32][C:33]1([CH2:39][C:40]([OH:42])=[O:41])[CH2:38][CH2:37][CH2:36][CH2:35][CH2:34]1)=[O:11]. (6) Given the reactants Cl[C:2]1[CH:3]=[C:4]([CH:23]=[CH:24][C:25]=1[Cl:26])[O:5][CH:6]1[CH2:11][CH2:10][N:9]([S:12]([C:15]2[C:16]([CH3:22])=[N:17][N:18](C)[C:19]=2[CH3:20])(=[O:14])=[O:13])[CH2:8][CH2:7]1.CC1C(S(Cl)(=O)=O)=C(C)NN=1.Cl.[F:39]C(F)(F)OC1C=CC(OC2CCNCC2)=CC=1, predict the reaction product. The product is: [Cl:26][C:25]1[CH:24]=[CH:23][C:4]([O:5][CH:6]2[CH2:11][CH2:10][N:9]([S:12]([C:15]3[C:16]([CH3:22])=[N:17][NH:18][C:19]=3[CH3:20])(=[O:14])=[O:13])[CH2:8][CH2:7]2)=[CH:3][C:2]=1[F:39].